Dataset: Full USPTO retrosynthesis dataset with 1.9M reactions from patents (1976-2016). Task: Predict the reactants needed to synthesize the given product. (1) Given the product [Cl:11][C:9]1[CH:8]=[C:4]([C:5]([N:20]2[CH2:21][CH2:22][O:17][C:18]3[CH:26]=[CH:25][N:24]=[CH:23][C:19]2=3)=[O:7])[CH:3]=[C:2]([Cl:1])[N:10]=1, predict the reactants needed to synthesize it. The reactants are: [Cl:1][C:2]1[CH:3]=[C:4]([CH:8]=[C:9]([Cl:11])[N:10]=1)[C:5]([OH:7])=O.CN(C)C=O.[O:17]1[CH2:22][CH2:21][NH:20][C:19]2[CH:23]=[N:24][CH:25]=[CH:26][C:18]1=2.N1C=CC=CC=1. (2) Given the product [F:29][C:30]1[C:39]2[C:34](=[CH:35][CH:36]=[CH:37][CH:38]=2)[C:33]([C@H:40]([NH:42][C:14](=[O:16])[CH2:13][CH2:12][C@@H:4]2[CH2:3][C:2](=[O:1])[C:11]3[C:6](=[CH:7][CH:8]=[CH:9][CH:10]=3)[CH2:5]2)[CH3:41])=[CH:32][CH:31]=1, predict the reactants needed to synthesize it. The reactants are: [O:1]=[C:2]1[C:11]2[C:6](=[CH:7][CH:8]=[CH:9][CH:10]=2)[CH2:5][C@@H:4]([CH2:12][CH2:13][C:14]([OH:16])=O)[CH2:3]1.C1N=CN(C(N2C=NC=C2)=O)C=1.[F:29][C:30]1[C:39]2[C:34](=[CH:35][CH:36]=[CH:37][CH:38]=2)[C:33]([C@H:40]([NH2:42])[CH3:41])=[CH:32][CH:31]=1. (3) The reactants are: [I:1][C:2]1[CH:3]=[C:4]([O:8][CH2:9][CH2:10][O:11]C2CCCCO2)[N:5]=[N:6][CH:7]=1.C1(C)C=CC(S([O-])(=O)=O)=CC=1.[NH+]1C=CC=CC=1. Given the product [I:1][C:2]1[CH:3]=[C:4]([O:8][CH2:9][CH2:10][OH:11])[N:5]=[N:6][CH:7]=1, predict the reactants needed to synthesize it. (4) Given the product [Cl:1][C:2]1[CH:3]=[C:4]([NH:9][C:10]2[C:19]3[C:14](=[CH:15][C:16]([O:40][CH3:41])=[C:17]([O:20][CH2:21][CH2:22][CH2:23][N:24]4[CH2:29][CH2:28][CH:27]5[CH2:30][CH2:31][NH:32][CH:26]5[CH2:25]4)[CH:18]=3)[N:13]=[CH:12][N:11]=2)[CH:5]=[CH:6][C:7]=1[F:8], predict the reactants needed to synthesize it. The reactants are: [Cl:1][C:2]1[CH:3]=[C:4]([NH:9][C:10]2[C:19]3[C:14](=[CH:15][C:16]([O:40][CH3:41])=[C:17]([O:20][CH2:21][CH2:22][CH2:23][N:24]4[CH2:29][CH2:28][CH:27]5[CH2:30][CH2:31][N:32](C(OC(C)(C)C)=O)[CH:26]5[CH2:25]4)[CH:18]=3)[N:13]=[CH:12][N:11]=2)[CH:5]=[CH:6][C:7]=1[F:8].C(Cl)Cl.CO.Cl.